Dataset: Forward reaction prediction with 1.9M reactions from USPTO patents (1976-2016). Task: Predict the product of the given reaction. (1) Given the reactants [CH2:1]([O:8][C:9]1[CH:18]=[C:12]2[C:13](=[O:17])[NH:14][CH2:15][CH2:16][N:11]2[N:10]=1)[C:2]1[CH:7]=[CH:6][CH:5]=[CH:4][CH:3]=1.[Br:19][C:20]1[CH:25]=[CH:24][CH:23]=[C:22](Br)[N:21]=1.CN(C)CCN.C([O-])([O-])=O.[K+].[K+], predict the reaction product. The product is: [CH2:1]([O:8][C:9]1[CH:18]=[C:12]2[C:13](=[O:17])[N:14]([C:22]3[CH:23]=[CH:24][CH:25]=[C:20]([Br:19])[N:21]=3)[CH2:15][CH2:16][N:11]2[N:10]=1)[C:2]1[CH:3]=[CH:4][CH:5]=[CH:6][CH:7]=1. (2) Given the reactants C(=O)([O-])[O-].[Ca+2].[NH2:6][C:7]1[CH:12]=[C:11]([C:13]([F:16])([F:15])[F:14])[C:10]([C:17]2[CH:22]=[CH:21][C:20]([S:23]([CH2:26][CH:27]3[CH2:32][CH2:31][CH2:30][N:29]([C:33]([O:35][C:36]([CH3:39])([CH3:38])[CH3:37])=[O:34])[CH2:28]3)(=[O:25])=[O:24])=[CH:19][CH:18]=2)=[C:9]([Cl:40])[CH:8]=1.[C:41](Cl)(Cl)=[S:42].Cl, predict the reaction product. The product is: [Cl:40][C:9]1[CH:8]=[C:7]([N:6]=[C:41]=[S:42])[CH:12]=[C:11]([C:13]([F:14])([F:16])[F:15])[C:10]=1[C:17]1[CH:22]=[CH:21][C:20]([S:23]([CH2:26][CH:27]2[CH2:32][CH2:31][CH2:30][N:29]([C:33]([O:35][C:36]([CH3:37])([CH3:39])[CH3:38])=[O:34])[CH2:28]2)(=[O:25])=[O:24])=[CH:19][CH:18]=1. (3) Given the reactants [CH3:1][O:2][C:3](=[O:25])[C@@H:4]([O:22][CH2:23][CH3:24])[C@@H:5]([C:7]1[CH:12]=[CH:11][C:10]([O:13][CH2:14][C:15]2[CH:20]=[CH:19][CH:18]=[CH:17][CH:16]=2)=[CH:9][C:8]=1[F:21])O.C([SiH](CC)CC)C, predict the reaction product. The product is: [CH3:1][O:2][C:3](=[O:25])[C@@H:4]([O:22][CH2:23][CH3:24])[CH2:5][C:7]1[CH:12]=[CH:11][C:10]([O:13][CH2:14][C:15]2[CH:20]=[CH:19][CH:18]=[CH:17][CH:16]=2)=[CH:9][C:8]=1[F:21]. (4) Given the reactants Br[C:2]1[CH:3]=[CH:4][C:5]([O:12][C:13]([F:16])([F:15])[F:14])=[C:6]([NH:8][C:9](=[O:11])[CH3:10])[CH:7]=1.C[Si]([N-][Si](C)(C)C)(C)C.[Li+].[CH3:27][N:28]1[CH2:33][CH2:32][NH:31][CH2:30][CH2:29]1, predict the reaction product. The product is: [F:14][C:13]([F:16])([F:15])[O:12][C:5]1[CH:4]=[CH:3][C:2]([N:31]2[CH2:32][CH2:33][N:28]([CH3:27])[CH2:29][CH2:30]2)=[CH:7][C:6]=1[NH:8][C:9](=[O:11])[CH3:10]. (5) Given the reactants [O:1]=[C:2]1[C:11]2[C:6](=[CH:7][CH:8]=[C:9]([C:12]([OH:14])=O)[CH:10]=2)[CH:5]=[CH:4][N:3]1[CH2:15][C:16]1[CH:21]=[CH:20][C:19]([C:22]2[N:23]=[N:24][NH:25][N:26]=2)=[CH:18][CH:17]=1.[CH2:27]([NH2:33])[C:28]1[O:32][CH:31]=[CH:30][CH:29]=1, predict the reaction product. The product is: [O:32]1[CH:31]=[CH:30][CH:29]=[C:28]1[CH2:27][NH:33][C:12]([C:9]1[CH:10]=[C:11]2[C:6]([CH:5]=[CH:4][N:3]([CH2:15][C:16]3[CH:21]=[CH:20][C:19]([C:22]4[N:23]=[N:24][NH:25][N:26]=4)=[CH:18][CH:17]=3)[C:2]2=[O:1])=[CH:7][CH:8]=1)=[O:14].